This data is from Forward reaction prediction with 1.9M reactions from USPTO patents (1976-2016). The task is: Predict the product of the given reaction. (1) Given the reactants Cl.C[O:3][C:4]1[CH:5]=[CH:6][CH:7]=[C:8]2[C:13]=1[CH2:12][NH:11][CH2:10][CH2:9]2.[BrH:14], predict the reaction product. The product is: [BrH:14].[OH:3][C:4]1[CH:5]=[CH:6][CH:7]=[C:8]2[C:13]=1[CH2:12][NH:11][CH2:10][CH2:9]2. (2) Given the reactants [CH3:1][C:2]1[CH:3]=[C:4]([CH:8]=[CH:9][N:10]=1)[C:5](O)=[O:6].CCN=C=NCCCN(C)C.C1C=CC2N(O)N=NC=2C=1.CCN(C(C)C)C(C)C.Cl.[CH3:42][NH:43][O:44][CH3:45], predict the reaction product. The product is: [CH3:45][O:44][N:43]([CH3:42])[C:5](=[O:6])[C:4]1[CH:8]=[CH:9][N:10]=[C:2]([CH3:1])[CH:3]=1. (3) Given the reactants [Cl:1][C:2]1[CH:7]=[CH:6][CH:5]=[C:4]([Cl:8])[C:3]=1[C@H:9]([NH2:11])[CH3:10].C([O:16][C:17]([C:19]1[CH:24]=[CH:23][CH:22]=[CH:21][C:20]=1[C:25]1[CH:30]=[CH:29][C:28]([CH2:31][N:32]2[C:40]3[C:35](=[CH:36][C:37]([C:41](O)=[O:42])=[CH:38][CH:39]=3)[C:34]([CH3:44])=[C:33]2[CH3:45])=[CH:27][CH:26]=1)=[O:18])(C)(C)C, predict the reaction product. The product is: [Cl:1][C:2]1[CH:7]=[CH:6][CH:5]=[C:4]([Cl:8])[C:3]=1[C@H:9]([NH:11][C:41]([C:37]1[CH:36]=[C:35]2[C:40](=[CH:39][CH:38]=1)[N:32]([CH2:31][C:28]1[CH:27]=[CH:26][C:25]([C:20]3[C:19]([C:17]([OH:18])=[O:16])=[CH:24][CH:23]=[CH:22][CH:21]=3)=[CH:30][CH:29]=1)[C:33]([CH3:45])=[C:34]2[CH3:44])=[O:42])[CH3:10]. (4) Given the reactants [S:1]([N:11]1[CH:15]=[CH:14][C:13]([C:16]([O:18][C:19]([CH3:22])([CH3:21])[CH3:20])=[O:17])=[CH:12]1)([C:4]1[CH:10]=[CH:9][C:7]([CH3:8])=[CH:6][CH:5]=1)(=[O:3])=[O:2].[CH:23](=[N:25]/[S@:26]([C:28]([CH3:31])([CH3:30])[CH3:29])=[O:27])\[CH3:24], predict the reaction product. The product is: [CH3:29][C:28]([CH3:31])([S@@:26]([NH:25][C@@H:23]([C:12]1[N:11]([S:1]([C:4]2[CH:5]=[CH:6][C:7]([CH3:8])=[CH:9][CH:10]=2)(=[O:2])=[O:3])[CH:15]=[CH:14][C:13]=1[C:16]([O:18][C:19]([CH3:22])([CH3:21])[CH3:20])=[O:17])[CH3:24])=[O:27])[CH3:30]. (5) The product is: [Cl:38][C:33]1[CH:32]=[C:31]([CH:25]2[CH2:24][CH2:23][CH2:22][N:10]3[N:9]=[C:7]([C:6]4[CH:11]=[CH:12][C:13]([C:14]5[O:18][C:17]([CH3:19])=[N:16][CH:15]=5)=[C:4]([O:3][CH3:2])[CH:5]=4)[N:30]=[C:26]23)[CH:36]=[CH:35][C:34]=1[Cl:37]. Given the reactants Cl.[CH3:2][O:3][C:4]1[CH:5]=[C:6]([CH:11]=[CH:12][C:13]=1[C:14]1[O:18][C:17]([CH3:19])=[N:16][CH:15]=1)[C:7]([NH:9][NH2:10])=O.Cl.Cl[CH2:22][CH2:23][CH2:24][CH:25]([C:31]1[CH:36]=[CH:35][C:34]([Cl:37])=[C:33]([Cl:38])[CH:32]=1)[C:26](=[NH:30])OCC.N1C=CN=C1, predict the reaction product. (6) Given the reactants [CH3:1][S-:2].[Na+].F[C:5]1[CH:10]=[CH:9][C:8]([C:11](=[O:13])[CH3:12])=[C:7]([O:14][CH3:15])[CH:6]=1.CCOC(C)=O, predict the reaction product. The product is: [CH3:15][O:14][C:7]1[CH:6]=[C:5]([S:2][CH3:1])[CH:10]=[CH:9][C:8]=1[C:11](=[O:13])[CH3:12]. (7) Given the reactants [C:1]1([S:7]([C:10]2[CH:11]=[CH:12][C:13]([CH3:20])=[C:14]([S:16](Cl)(=[O:18])=[O:17])[CH:15]=2)(=[O:9])=[O:8])[CH:6]=[CH:5][CH:4]=[CH:3][CH:2]=1.N1C=CC=CC=1.[NH2:27][CH2:28][CH2:29][C:30]1[C:38]2[C:33](=[CH:34][CH:35]=[CH:36][CH:37]=2)[NH:32][CH:31]=1, predict the reaction product. The product is: [NH:32]1[C:33]2[C:38](=[CH:37][CH:36]=[CH:35][CH:34]=2)[C:30]([CH2:29][CH2:28][NH:27][S:16]([C:14]2[CH:15]=[C:10]([S:7]([C:1]3[CH:6]=[CH:5][CH:4]=[CH:3][CH:2]=3)(=[O:9])=[O:8])[CH:11]=[CH:12][C:13]=2[CH3:20])(=[O:18])=[O:17])=[CH:31]1. (8) The product is: [C:1]([O:5][C:6]([N:8]1[CH2:9][CH2:10][N:11]([CH2:14][CH:16]2[CH2:20][CH2:19][N:18]([CH2:21][C:22]3[CH:23]=[CH:24][CH:25]=[CH:26][CH:27]=3)[CH2:17]2)[CH2:12][CH2:13]1)=[O:7])([CH3:4])([CH3:2])[CH3:3]. Given the reactants [C:1]([O:5][C:6]([N:8]1[CH2:13][CH2:12][N:11]([C:14]([CH:16]2[CH2:20][CH2:19][N:18]([CH2:21][C:22]3[CH:27]=[CH:26][CH:25]=[CH:24][CH:23]=3)[CH2:17]2)=O)[CH2:10][CH2:9]1)=[O:7])([CH3:4])([CH3:3])[CH3:2].B.C1COCC1, predict the reaction product. (9) Given the reactants [C:1]([Cl:7])(=[O:6])[O:2][CH:3]([CH3:5])[CH3:4].[N:8]1[CH:13]=CC=[CH:10][CH:9]=1.C(OCC)(=[O:16])C, predict the reaction product. The product is: [ClH:7].[C:1](=[O:6])([O:16][CH2:10][CH2:9][NH:8][CH3:13])[O:2][CH:3]([CH3:5])[CH3:4].